Dataset: Human liver microsome stability data. Task: Regression/Classification. Given a drug SMILES string, predict its absorption, distribution, metabolism, or excretion properties. Task type varies by dataset: regression for continuous measurements (e.g., permeability, clearance, half-life) or binary classification for categorical outcomes (e.g., BBB penetration, CYP inhibition). Dataset: hlm. (1) The molecule is Nc1nccc(NCCNc2cc(-c3cccc(Cl)c3)nc(N)n2)n1. The result is 0 (unstable in human liver microsomes). (2) The drug is COc1ccc2[nH]c(C(=O)N3CC(=O)N(Cc4ccccc4)[C@@H](CN4CC5CCCCC5C4)C3)cc2c1. The result is 1 (stable in human liver microsomes). (3) The molecule is COc1ccc(-c2cnc(N3CC(N)C(c4ccc(Cl)cc4Cl)C3)nc2)cc1. The result is 0 (unstable in human liver microsomes). (4) The molecule is Cn1c(=O)c(F)c(Nc2ccc(Br)cc2F)c2c(=O)n(C[C@@H](O)CO)cnc21. The result is 0 (unstable in human liver microsomes). (5) The drug is O=C(Nc1nn[nH]n1)c1ccc(F)c2c(C(=O)C(=O)N3CCN(C(=O)c4ccccc4)CC3)c[nH]c12. The result is 0 (unstable in human liver microsomes).